Task: Predict the reaction yield, written as a fraction of the theoretical maximum amount of product (1.0 means a 100% yield; for example, 0.34 means a 34% yield).. Dataset: Reaction yield outcomes from USPTO patents with 853,638 reactions The reactants are [Cl:1][C:2]1[CH:25]=[C:24]([Cl:26])[CH:23]=[C:22]([CH3:27])[C:3]=1[O:4][C:5]1[N:9]([CH3:10])[C:8]2[C:11]([CH:17]([CH2:20][CH3:21])[CH2:18][CH3:19])=[CH:12][CH:13]=[C:14]([CH:15]=O)[C:7]=2[N:6]=1.[CH3:28][NH2:29].[C:30](O)(=O)[CH3:31].C(O[BH-](OC(=O)C)OC(=O)C)(=O)C.[Na+]. The yield is 0.700. The product is [Cl:1][C:2]1[CH:25]=[C:24]([Cl:26])[CH:23]=[C:22]([CH3:27])[C:3]=1[O:4][C:5]1[N:9]([CH3:10])[C:8]2[C:11]([CH:17]([CH2:20][CH3:21])[CH2:18][CH3:19])=[CH:12][CH:13]=[C:14]([CH2:15][N:29]([CH3:28])[CH2:30][CH3:31])[C:7]=2[N:6]=1. The catalyst is C(=O)(O)[O-].[Na+].C(OCC)(=O)C.